From a dataset of Forward reaction prediction with 1.9M reactions from USPTO patents (1976-2016). Predict the product of the given reaction. (1) Given the reactants [Cl:1][C:2]1[CH:7]=[CH:6][CH:5]=[C:4]([CH:8]2[CH2:10][CH2:9]2)[C:3]=1[CH2:11]O.C1C=CC(P(C2C=CC=CC=2)C2C=CC=CC=2)=CC=1.C1C(=O)N([Br:39])C(=O)C1, predict the reaction product. The product is: [Br:39][CH2:11][C:3]1[C:4]([CH:8]2[CH2:10][CH2:9]2)=[CH:5][CH:6]=[CH:7][C:2]=1[Cl:1]. (2) Given the reactants Cl.[NH2:2][C@@H:3]([C:8]1[CH:13]=[CH:12][CH:11]=[CH:10][CH:9]=1)[C:4]([O:6][CH3:7])=[O:5].Cl[C:15](OC1C=CC([N+]([O-])=O)=CC=1)=[O:16].[Cl:27][C:28]1[CH:33]=[C:32]([N:34]2[CH:38]=[CH:37][CH:36]=[N:35]2)[CH:31]=[CH:30][C:29]=1[C:39]([N:41]1[C:47]2[CH:48]=[CH:49][CH:50]=[CH:51][C:46]=2[CH2:45][NH:44][C@H:43]([CH3:52])[CH2:42]1)=[O:40].C(N(CC)C(C)C)(C)C.C(=O)([O-])O.[Na+], predict the reaction product. The product is: [Cl:27][C:28]1[CH:33]=[C:32]([N:34]2[CH:38]=[CH:37][CH:36]=[N:35]2)[CH:31]=[CH:30][C:29]=1[C:39]([N:41]1[C:47]2[CH:48]=[CH:49][CH:50]=[CH:51][C:46]=2[CH2:45][N:44]([C:15]([NH:2][C@@H:3]([C:8]2[CH:13]=[CH:12][CH:11]=[CH:10][CH:9]=2)[C:4]([O:6][CH3:7])=[O:5])=[O:16])[C@H:43]([CH3:52])[CH2:42]1)=[O:40]. (3) Given the reactants C([O:9][CH2:10][CH3:11])(=O)CC(OCC)=O.[N:12]1[CH:17]=[CH:16][CH:15]=[C:14]([NH2:18])[C:13]=1[NH2:19].[OH2:20], predict the reaction product. The product is: [NH:18]1[C:11](=[O:20])[C:10](=[O:9])[NH:19][C:13]2[N:12]=[CH:17][CH:16]=[CH:15][C:14]1=2. (4) Given the reactants [N+:1]([C:4]1[CH:10]=[CH:9][C:7]([NH2:8])=[CH:6][C:5]=1[C:11]([F:14])([F:13])[F:12])([O-:3])=[O:2].[O:15]1[C:19](=[O:20])[CH2:18][CH2:17][C:16]1=[O:21], predict the reaction product. The product is: [N+:1]([C:4]1[CH:10]=[CH:9][C:7]([NH:8][C:19](=[O:20])[CH2:18][CH2:17][C:16]([OH:21])=[O:15])=[CH:6][C:5]=1[C:11]([F:12])([F:13])[F:14])([O-:3])=[O:2]. (5) Given the reactants [C:1]1([CH:7]=[CH:8][C:9]2[CH2:13][CH:12]([CH2:14][CH2:15][CH2:16][CH:17]=O)[O:11][N:10]=2)[CH:6]=[CH:5][CH:4]=[CH:3][CH:2]=1.Cl.[CH3:20][O:21][C:22]1[CH:27]=[CH:26][CH:25]=[CH:24][C:23]=1[N:28]1[CH2:33][CH2:32][NH:31][CH2:30][CH2:29]1.[BH-](OC(C)=O)(OC(C)=O)OC(C)=O.[Na+].C(N(C(C)C)CC)(C)C, predict the reaction product. The product is: [CH3:20][O:21][C:22]1[CH:27]=[CH:26][CH:25]=[CH:24][C:23]=1[N:28]1[CH2:33][CH2:32][NH:31][CH2:30][CH:29]1[CH2:17][CH2:16][CH2:15][CH2:14][CH:12]1[O:11][N:10]=[C:9]([CH:8]=[CH:7][C:1]2[CH:2]=[CH:3][CH:4]=[CH:5][CH:6]=2)[CH2:13]1. (6) Given the reactants [NH2:1][C:2]1[CH:24]=[CH:23][C:22]([O:25][CH3:26])=[CH:21][C:3]=1[C:4]([NH:6][C:7]1[CH:20]=[CH:19][C:10]2[O:11][C:12]([F:18])([F:17])[C:13]([F:16])([F:15])[O:14][C:9]=2[CH:8]=1)=[O:5].C(O)(=O)C.[N:31]1[CH:36]=[CH:35][C:34]([CH:37]=O)=[CH:33][CH:32]=1.C([BH3-])#N.[Na+].C([O-])(O)=O.[Na+], predict the reaction product. The product is: [CH3:26][O:25][C:22]1[CH:23]=[CH:24][C:2]([NH:1][CH2:37][C:34]2[CH:35]=[CH:36][N:31]=[CH:32][CH:33]=2)=[C:3]([CH:21]=1)[C:4]([NH:6][C:7]1[CH:20]=[CH:19][C:10]2[O:11][C:12]([F:18])([F:17])[C:13]([F:15])([F:16])[O:14][C:9]=2[CH:8]=1)=[O:5]. (7) Given the reactants [Cl:1][C:2]1[CH:7]=[CH:6][C:5]([N:8]2[CH2:13][CH2:12][N:11]([C:14](=[O:28])[CH2:15][N:16]3[C:20]4=[N:21][CH:22]=[C:23]([N+:25]([O-])=O)[CH:24]=[C:19]4[CH:18]=[N:17]3)[CH2:10][CH2:9]2)=[CH:4][C:3]=1[O:29][CH3:30], predict the reaction product. The product is: [Cl:1][C:2]1[CH:7]=[CH:6][C:5]([N:8]2[CH2:9][CH2:10][N:11]([C:14](=[O:28])[CH2:15][N:16]3[C:20]4=[N:21][CH:22]=[C:23]([NH2:25])[CH:24]=[C:19]4[CH:18]=[N:17]3)[CH2:12][CH2:13]2)=[CH:4][C:3]=1[O:29][CH3:30]. (8) Given the reactants [CH3:1][S:2]([C:5]1[CH:10]=[CH:9][C:8]([C:11]2[N:12]=[CH:13][C:14]([O:17][CH:18]([CH:20]3[CH2:25][CH2:24][N:23]([C:26]([O:28][C:29](C)([CH3:31])[CH3:30])=[O:27])[CH2:22][CH2:21]3)[CH3:19])=[N:15][CH:16]=2)=[CH:7][CH:6]=1)(=[O:4])=[O:3].C(O)(C(F)(F)F)=O.C(N(C(C)C)CC)(C)C.ClC(OC(C)C)=O, predict the reaction product. The product is: [CH3:1][S:2]([C:5]1[CH:10]=[CH:9][C:8]([C:11]2[N:12]=[CH:13][C:14]([O:17][CH:18]([CH:20]3[CH2:25][CH2:24][N:23]([C:26]([O:28][CH:29]([CH3:31])[CH3:30])=[O:27])[CH2:22][CH2:21]3)[CH3:19])=[N:15][CH:16]=2)=[CH:7][CH:6]=1)(=[O:4])=[O:3]. (9) The product is: [Cl:17][C:18]1[CH:19]=[CH:20][C:21]([C:24]2[N:25]=[C:26]([C:29]([NH:31][CH:32]3[CH2:33][CH2:34][CH2:35][CH2:36][CH2:37]3)=[O:30])[S:27][C:28]=2[C:2]2[CH:7]=[CH:6][C:5]([S:8](=[O:10])(=[O:9])[NH2:11])=[CH:4][CH:3]=2)=[CH:22][CH:23]=1. Given the reactants Br[C:2]1[CH:7]=[CH:6][C:5]([S:8]([NH2:11])(=[O:10])=[O:9])=[CH:4][CH:3]=1.C([O-])(=O)C.[K+].[Cl:17][C:18]1[CH:23]=[CH:22][C:21]([C:24]2[N:25]=[C:26]([C:29]([NH:31][CH:32]3[CH2:37][CH2:36][CH2:35][CH2:34][CH2:33]3)=[O:30])[S:27][CH:28]=2)=[CH:20][CH:19]=1, predict the reaction product. (10) Given the reactants [CH:1]([O:4][C:5]([C@H:7]1[CH2:12][CH2:11][C@H:10]([C:13]2[CH:18]=[CH:17][C:16]([NH2:19])=[CH:15][CH:14]=2)[CH2:9][CH2:8]1)=[O:6])([CH3:3])[CH3:2].[N:20]([C:23]1[CH:28]=[C:27]([CH3:29])[CH:26]=[CH:25][C:24]=1[O:30][CH3:31])=[C:21]=[O:22].C(O)C(N)(CO)CO, predict the reaction product. The product is: [CH:1]([O:4][C:5]([C@H:7]1[CH2:8][CH2:9][C@H:10]([C:13]2[CH:14]=[CH:15][C:16]([NH:19][C:21]([NH:20][C:23]3[CH:28]=[C:27]([CH3:29])[CH:26]=[CH:25][C:24]=3[O:30][CH3:31])=[O:22])=[CH:17][CH:18]=2)[CH2:11][CH2:12]1)=[O:6])([CH3:3])[CH3:2].